The task is: Regression. Given two drug SMILES strings and cell line genomic features, predict the synergy score measuring deviation from expected non-interaction effect.. This data is from NCI-60 drug combinations with 297,098 pairs across 59 cell lines. (1) Drug 1: C1=NC2=C(N=C(N=C2N1C3C(C(C(O3)CO)O)O)F)N. Drug 2: CC1=C(C(=O)C2=C(C1=O)N3CC4C(C3(C2COC(=O)N)OC)N4)N. Cell line: M14. Synergy scores: CSS=35.3, Synergy_ZIP=2.75, Synergy_Bliss=4.04, Synergy_Loewe=-14.4, Synergy_HSA=5.84. (2) Drug 1: CN(C)C1=NC(=NC(=N1)N(C)C)N(C)C. Drug 2: CC1CCCC2(C(O2)CC(NC(=O)CC(C(C(=O)C(C1O)C)(C)C)O)C(=CC3=CSC(=N3)C)C)C. Cell line: OVCAR-5. Synergy scores: CSS=-3.44, Synergy_ZIP=2.07, Synergy_Bliss=2.06, Synergy_Loewe=-4.99, Synergy_HSA=-2.42. (3) Drug 1: C1=CC(=CC=C1CCC2=CNC3=C2C(=O)NC(=N3)N)C(=O)NC(CCC(=O)O)C(=O)O. Drug 2: C1=C(C(=O)NC(=O)N1)F. Cell line: MCF7. Synergy scores: CSS=43.4, Synergy_ZIP=-11.0, Synergy_Bliss=-11.1, Synergy_Loewe=2.12, Synergy_HSA=3.14.